This data is from Retrosynthesis with 50K atom-mapped reactions and 10 reaction types from USPTO. The task is: Predict the reactants needed to synthesize the given product. (1) Given the product CC(C)(C)OC(=O)[C@@H](NC(=O)c1ccc(-c2cnc3nnc(C4(c5ccc6ncsc6c5)CC4)n3n2)cc1)C(C)(C)C, predict the reactants needed to synthesize it. The reactants are: CC(C)(C)OC(=O)[C@@H](N)C(C)(C)C.O=C(O)c1ccc(-c2cnc3nnc(C4(c5ccc6ncsc6c5)CC4)n3n2)cc1. (2) Given the product Cc1noc(-c2ccc(Br)cc2)c1NC1Cc2ccccc2C1, predict the reactants needed to synthesize it. The reactants are: Cc1noc(-c2ccc(Br)cc2)c1N.O=C1Cc2ccccc2C1. (3) Given the product O=[N+]([O-])c1ncc(Cl)cc1OCC1CCCC1, predict the reactants needed to synthesize it. The reactants are: O=[N+]([O-])c1ncc(Cl)cc1O.OCC1CCCC1. (4) Given the product CC(C)CC(c1ccc(C2=NC=C3C=CC(=O)NC4=C3N2CC4)cc1)N1CC=CC1, predict the reactants needed to synthesize it. The reactants are: C1=CCNC1.CC(C)CC(Cl)c1ccc(C2=NC=C3C=CC(=O)NC4=C3N2CC4)cc1. (5) The reactants are: CSc1c(Cl)cccc1NN.O=C1CCNCC1. Given the product CSc1c(Cl)ccc2c3c([nH]c12)CCNC3, predict the reactants needed to synthesize it.